From a dataset of Catalyst prediction with 721,799 reactions and 888 catalyst types from USPTO. Predict which catalyst facilitates the given reaction. (1) Reactant: [C:1]1([N:7]2[C:12](=[O:13])[C:11]3[S:14][CH:15]=[C:16]([C:17]4[CH:22]=[CH:21][CH:20]=[CH:19][CH:18]=4)[C:10]=3[N:9]=[CH:8]2)C=C[CH:4]=[CH:3][CH:2]=1.NC1C(C2C=CC=CC=2[F:35])=CSC=1C(OC)=O.C(OCC)(OCC)OCC.C(N)CCC. Product: [CH2:1]([N:7]1[C:12](=[O:13])[C:11]2[S:14][CH:15]=[C:16]([C:17]3[CH:22]=[CH:21][CH:20]=[CH:19][C:18]=3[F:35])[C:10]=2[N:9]=[CH:8]1)[CH2:2][CH2:3][CH3:4]. The catalyst class is: 15. (2) Reactant: [Si:1]([O:8][C@H:9]1[CH2:13][N:12]([C:14]([O:16][C:17]([CH3:20])([CH3:19])[CH3:18])=[O:15])[C@H:11]([CH2:21]OS(C)(=O)=O)[CH2:10]1)([C:4]([CH3:7])([CH3:6])[CH3:5])([CH3:3])[CH3:2].[C-:27]#[N:28].[Na+].O. Product: [Si:1]([O:8][C@H:9]1[CH2:13][N:12]([C:14]([O:16][C:17]([CH3:19])([CH3:18])[CH3:20])=[O:15])[C@H:11]([CH2:21][C:27]#[N:28])[CH2:10]1)([C:4]([CH3:6])([CH3:7])[CH3:5])([CH3:3])[CH3:2]. The catalyst class is: 16. (3) Product: [NH2:14][P:15]([CH2:18][C:19]1[CH:20]=[CH:21][CH:22]=[CH:23][CH:24]=1)(=[O:16])[OH:17]. The catalyst class is: 33. Reactant: C([NH:14][P:15]([CH2:18][C:19]1[CH:24]=[CH:23][CH:22]=[CH:21][CH:20]=1)(=[O:17])[OH:16])(C1C=CC=CC=1)C1C=CC=CC=1.